From a dataset of Reaction yield outcomes from USPTO patents with 853,638 reactions. Predict the reaction yield, written as a fraction of the theoretical maximum amount of product (1.0 means a 100% yield; for example, 0.34 means a 34% yield). (1) The reactants are [NH2:1][C:2]1[C:7]2[CH:8]=[CH:9][N:10]([C:11]([O:13][CH2:14][C:15]3[CH:20]=[CH:19][CH:18]=[CH:17][CH:16]=3)=[O:12])[C:6]=2[CH:5]=[CH:4][N:3]=1.C(N(CC)CC)C.[C:28](Cl)(=[O:31])[O:29][CH3:30]. The catalyst is O1CCCC1. The product is [CH3:30][O:29][C:28]([NH:1][C:2]1[C:7]2[CH:8]=[CH:9][N:10]([C:11]([O:13][CH2:14][C:15]3[CH:20]=[CH:19][CH:18]=[CH:17][CH:16]=3)=[O:12])[C:6]=2[CH:5]=[CH:4][N:3]=1)=[O:31]. The yield is 0.491. (2) The reactants are [NH2:1][C:2]1[C:3](=[O:20])[N:4]([CH2:11][C:12]2[CH:17]=[CH:16][C:15]([O:18][CH3:19])=[CH:14][CH:13]=2)[C:5](=[O:10])[N:6]([CH3:9])[C:7]=1[NH2:8].[F:21][C:22]([F:37])([F:36])[O:23][C:24]1[CH:25]=[C:26]([CH:33]=[CH:34][CH:35]=1)[O:27][CH2:28][CH2:29][C:30](O)=O.CCN=C=NCCCN(C)C.[CH2:49]([OH:51])C. The catalyst is O. The product is [NH2:8][C:7]1[N:6]([CH3:9])[C:5](=[O:10])[N:4]([CH2:11][C:12]2[CH:17]=[CH:16][C:15]([O:18][CH3:19])=[CH:14][CH:13]=2)[C:3](=[O:20])[C:2]=1[NH:1][C:49](=[O:51])[CH2:30][CH2:29][CH2:28][O:27][C:26]1[CH:33]=[CH:34][CH:35]=[C:24]([O:23][C:22]([F:37])([F:36])[F:21])[CH:25]=1. The yield is 0.793. (3) The reactants are [C:1]1(=[C:6]([N:10]2[CH:14]=[C:13]([C:15]3[C:16]4[CH:23]=[CH:22][N:21](COCC[Si](C)(C)C)[C:17]=4[N:18]=[CH:19][N:20]=3)[CH:12]=[N:11]2)[CH2:7][C:8]#[N:9])[CH2:5][CH2:4][CH2:3][CH2:2]1. The catalyst is C(Cl)Cl.C(O)(C(F)(F)F)=O. The product is [C:1]1(=[C:6]([N:10]2[CH:14]=[C:13]([C:15]3[C:16]4[CH:23]=[CH:22][NH:21][C:17]=4[N:18]=[CH:19][N:20]=3)[CH:12]=[N:11]2)[CH2:7][C:8]#[N:9])[CH2:5][CH2:4][CH2:3][CH2:2]1. The yield is 0.330. (4) The reactants are Cl.[CH3:2][O:3][CH2:4][CH2:5][N:6]1[CH2:11][CH2:10][C:9]([S:15]([C:18]2[CH:23]=[CH:22][C:21]([C:24]3[CH:29]=[CH:28][C:27]([O:30][C:31]([F:36])([F:35])[CH:32]([F:34])[F:33])=[CH:26][CH:25]=3)=[CH:20][CH:19]=2)(=[O:17])=[O:16])([C:12](O)=[O:13])[CH2:8][CH2:7]1.C(N(CC)CC)C.F[B-](F)(F)F.N1(OC(N(C)C)=[N+](C)C)C2C=CC=CC=2N=N1.[O:66]1[CH2:71][CH2:70][CH2:69][CH2:68][CH:67]1[O:72][NH2:73]. The catalyst is CN(C)C=O.C(OCC)(=O)C. The product is [CH3:2][O:3][CH2:4][CH2:5][N:6]1[CH2:7][CH2:8][C:9]([S:15]([C:18]2[CH:19]=[CH:20][C:21]([C:24]3[CH:29]=[CH:28][C:27]([O:30][C:31]([F:36])([F:35])[CH:32]([F:34])[F:33])=[CH:26][CH:25]=3)=[CH:22][CH:23]=2)(=[O:16])=[O:17])([C:12]([NH:73][O:72][CH:67]2[CH2:68][CH2:69][CH2:70][CH2:71][O:66]2)=[O:13])[CH2:10][CH2:11]1. The yield is 0.730. (5) The reactants are [Cl:1][C:2]1[CH:11]=[C:10]2[C:5]([C:6]([OH:18])=[C:7](C(OCC)=O)[C:8](=[O:12])[NH:9]2)=[CH:4][C:3]=1[I:19].Cl. The catalyst is O1CCOCC1. The product is [Cl:1][C:2]1[CH:11]=[C:10]2[C:5]([C:6]([OH:18])=[CH:7][C:8](=[O:12])[NH:9]2)=[CH:4][C:3]=1[I:19]. The yield is 0.428. (6) The reactants are [H-].[Na+].[Br:3][C:4]1[CH:5]=[C:6]2[C:10](=[CH:11][CH:12]=1)[NH:9][CH:8]=[CH:7]2.S(O[CH2:24][CH:25]1[CH2:30][CH2:29][N:28]([C:31]([O:33][CH2:34][C:35]2[CH:40]=[CH:39][CH:38]=[CH:37][CH:36]=2)=[O:32])[CH2:27][CH2:26]1)(C1C=CC(C)=CC=1)(=O)=O.C(OCC)(=O)C.CCCCCC. The yield is 0.760. The catalyst is CN(C=O)C. The product is [Br:3][C:4]1[CH:5]=[C:6]2[C:10](=[CH:11][CH:12]=1)[N:9]([CH2:24][CH:25]1[CH2:30][CH2:29][N:28]([C:31]([O:33][CH2:34][C:35]3[CH:36]=[CH:37][CH:38]=[CH:39][CH:40]=3)=[O:32])[CH2:27][CH2:26]1)[CH:8]=[CH:7]2.